The task is: Predict the product of the given reaction.. This data is from Forward reaction prediction with 1.9M reactions from USPTO patents (1976-2016). (1) Given the reactants [N:1]([CH2:4][C:5](=[O:10])[C:6]([CH3:9])([CH3:8])[CH3:7])=[N+]=[N-].[ClH:11], predict the reaction product. The product is: [ClH:11].[NH2:1][CH2:4][C:5](=[O:10])[C:6]([CH3:9])([CH3:8])[CH3:7]. (2) The product is: [C:1]([C:4]1[C:12]2[C:7](=[CH:8][C:9]([C:13]([O:15][CH3:24])=[O:14])=[CH:10][CH:11]=2)[N:6]([CH2:16][C:17]([OH:19])=[O:18])[CH:5]=1)(=[O:3])[CH3:2]. Given the reactants [C:1]([C:4]1[C:12]2[C:7](=[CH:8][C:9]([C:13]([O-:15])=[O:14])=[CH:10][CH:11]=2)[N:6]([CH2:16][C:17]([O:19]C(C)(C)C)=[O:18])[CH:5]=1)(=[O:3])[CH3:2].[C:24](O)(C(F)(F)F)=O, predict the reaction product. (3) Given the reactants [Cl:1][C:2]1[N:7]=[C:6](Cl)[C:5]([N+:9]([O-:11])=[O:10])=[C:4]([Cl:12])[N:3]=1.[NH2:13][CH:14]1[CH2:19][CH2:18][N:17]([C:20]([O:22][C:23]([CH3:26])([CH3:25])[CH3:24])=[O:21])[CH2:16][CH2:15]1.CCN(CC)CC, predict the reaction product. The product is: [C:23]([O:22][C:20]([N:17]1[CH2:18][CH2:19][CH:14]([NH:13][C:6]2[C:5]([N+:9]([O-:11])=[O:10])=[C:4]([Cl:12])[N:3]=[C:2]([Cl:1])[N:7]=2)[CH2:15][CH2:16]1)=[O:21])([CH3:26])([CH3:24])[CH3:25]. (4) Given the reactants C([O:4][CH2:5][C:6]([NH:34]C(=O)C)([CH2:12][CH2:13][C:14]1[CH:19]=[CH:18][C:17]([C:20]2[CH:25]=[CH:24][C:23]([C:26]3[CH:30]=[C:29]([CH2:31][CH2:32][CH3:33])[O:28][N:27]=3)=[CH:22][CH:21]=2)=[CH:16][CH:15]=1)[CH2:7][O:8]C(=O)C)(=O)C.[Li+].[OH-], predict the reaction product. The product is: [NH2:34][C:6]([CH2:12][CH2:13][C:14]1[CH:15]=[CH:16][C:17]([C:20]2[CH:25]=[CH:24][C:23]([C:26]3[CH:30]=[C:29]([CH2:31][CH2:32][CH3:33])[O:28][N:27]=3)=[CH:22][CH:21]=2)=[CH:18][CH:19]=1)([CH2:7][OH:8])[CH2:5][OH:4]. (5) Given the reactants [NH:1]1[C:9]2[C:4](=[CH:5][CH:6]=[C:7]([C:10]#[N:11])[CH:8]=2)[CH:3]=[CH:2]1.[H-].[Na+].[S:14](Cl)([C:17]1[CH:23]=[CH:22][C:20]([CH3:21])=[CH:19][CH:18]=1)(=[O:16])=[O:15], predict the reaction product. The product is: [S:14]([N:1]1[C:9]2[C:4](=[CH:5][CH:6]=[C:7]([C:10]#[N:11])[CH:8]=2)[CH:3]=[CH:2]1)([C:17]1[CH:23]=[CH:22][C:20]([CH3:21])=[CH:19][CH:18]=1)(=[O:16])=[O:15]. (6) Given the reactants [NH2:1][C:2]([CH3:19])([CH2:5][O:6][C:7]1[CH:8]=[C:9]([CH3:18])[C:10]2[CH2:14][O:13][B:12]([OH:15])[C:11]=2[C:16]=1[Cl:17])[C:3]#[N:4].[F:20][C:21]([F:33])([F:32])[O:22][C:23]1[CH:31]=[CH:30][C:26]([C:27](O)=[O:28])=[CH:25][CH:24]=1.CN(C(ON1N=NC2C=CC=NC1=2)=[N+](C)C)C.F[P-](F)(F)(F)(F)F.CCN(C(C)C)C(C)C, predict the reaction product. The product is: [Cl:17][C:16]1[C:11]2[B:12]([OH:15])[O:13][CH2:14][C:10]=2[C:9]([CH3:18])=[CH:8][C:7]=1[O:6][CH2:5][C:2]([NH:1][C:27](=[O:28])[C:26]1[CH:30]=[CH:31][C:23]([O:22][C:21]([F:20])([F:32])[F:33])=[CH:24][CH:25]=1)([C:3]#[N:4])[CH3:19].